Dataset: Reaction yield outcomes from USPTO patents with 853,638 reactions. Task: Predict the reaction yield, written as a fraction of the theoretical maximum amount of product (1.0 means a 100% yield; for example, 0.34 means a 34% yield). (1) The reactants are [CH3:1][O:2][C:3]1[CH:8]=[CH:7][CH:6]=[CH:5][C:4]=1[N:9]1[CH2:14][CH2:13][N:12]([CH2:15][CH2:16][CH:17]([C:24]([CH:26]2[CH2:31][CH2:30][CH2:29][CH2:28][CH2:27]2)=[O:25])[C:18]2[CH:23]=[CH:22][CH:21]=[CH:20][CH:19]=2)[CH2:11][CH2:10]1.CC(C[Al]CC(C)C)C. The catalyst is C(Cl)Cl. The product is [CH3:1][O:2][C:3]1[CH:8]=[CH:7][CH:6]=[CH:5][C:4]=1[N:9]1[CH2:10][CH2:11][N:12]([CH2:15][CH2:16][CH:17]([C:18]2[CH:23]=[CH:22][CH:21]=[CH:20][CH:19]=2)[CH:24]([CH:26]2[CH2:31][CH2:30][CH2:29][CH2:28][CH2:27]2)[OH:25])[CH2:13][CH2:14]1. The yield is 0.780. (2) The reactants are [O:1]=[C:2]1[CH2:7][CH2:6][CH:5]([C:8]([O:10][CH2:11][CH3:12])=[O:9])[CH2:4][CH2:3]1.[CH2:13](O)[CH2:14][OH:15]. The catalyst is C1(C)C=CC(S(O)(=O)=O)=CC=1.C(OCC)C. The product is [O:15]1[C:2]2([CH2:7][CH2:6][CH:5]([C:8]([O:10][CH2:11][CH3:12])=[O:9])[CH2:4][CH2:3]2)[O:1][CH2:13][CH2:14]1. The yield is 0.940. (3) The reactants are COC1C=CC(C[N:8]2[C:16]3[C:11](=[CH:12][CH:13]=[CH:14][CH:15]=3)[C:10]3([C:28]4[C:19](=[CH:20][C:21]5[O:25][N:24]=[C:23]([CH3:26])[C:22]=5[CH:27]=4)[O:18][CH2:17]3)[C:9]2=[O:29])=CC=1.FC(F)(F)S(O)(=O)=O. The catalyst is ClCCl.FC(F)(F)C(O)=O. The product is [CH3:26][C:23]1[C:22]2[CH:27]=[C:28]3[C:10]4([C:11]5[C:16](=[CH:15][CH:14]=[CH:13][CH:12]=5)[NH:8][C:9]4=[O:29])[CH2:17][O:18][C:19]3=[CH:20][C:21]=2[O:25][N:24]=1. The yield is 0.760.